Dataset: Forward reaction prediction with 1.9M reactions from USPTO patents (1976-2016). Task: Predict the product of the given reaction. (1) Given the reactants [C:1]([O:5][C:6](=[O:25])[NH:7][C@@H:8]1[C:14](=[O:15])[N:13]([CH2:16][CH:17]=O)[C:12]2[CH:19]=[C:20]([F:23])[CH:21]=[CH:22][C:11]=2[O:10][C@@H:9]1[CH3:24])([CH3:4])([CH3:3])[CH3:2].[NH:26]1[CH2:31][CH2:30][O:29][CH2:28][CH2:27]1.C(O)(=O)C.C([BH3-])#N.[Na+], predict the reaction product. The product is: [C:1]([O:5][C:6](=[O:25])[NH:7][C@@H:8]1[C:14](=[O:15])[N:13]([CH2:16][CH2:17][N:26]2[CH2:31][CH2:30][O:29][CH2:28][CH2:27]2)[C:12]2[CH:19]=[C:20]([F:23])[CH:21]=[CH:22][C:11]=2[O:10][C@@H:9]1[CH3:24])([CH3:3])([CH3:2])[CH3:4]. (2) Given the reactants [H-].[Na+].[CH2:3]([OH:7])[C:4]#[C:5][CH3:6].Cl[C:9]1[CH:14]=[C:13]([O:15][CH2:16][C:17]([CH3:21])([CH3:20])[CH2:18][Br:19])[N:12]=[CH:11][N:10]=1.[Cl-].[NH4+], predict the reaction product. The product is: [CH2:3]([O:7][C:9]1[CH:14]=[C:13]([O:15][CH2:16][C:17]([CH3:21])([CH3:20])[CH2:18][Br:19])[N:12]=[CH:11][N:10]=1)[C:4]#[C:5][CH3:6]. (3) Given the reactants [Cl:1][C:2]1[CH:7]=[CH:6][C:5]([C:8]2[C:12]([C:13]([C:16]3[CH:17]=[N:18][CH:19]=[CH:20][CH:21]=3)([OH:15])[CH3:14])=[C:11]([C:22]3[CH:27]=[CH:26][CH:25]=[CH:24][CH:23]=3)[O:10][N:9]=2)=[CH:4][CH:3]=1.[H-].[Na+].[CH3:30]I, predict the reaction product. The product is: [Cl:1][C:2]1[CH:3]=[CH:4][C:5]([C:8]2[C:12]([C:13]([C:16]3[CH:17]=[N:18][CH:19]=[CH:20][CH:21]=3)([O:15][CH3:30])[CH3:14])=[C:11]([C:22]3[CH:23]=[CH:24][CH:25]=[CH:26][CH:27]=3)[O:10][N:9]=2)=[CH:6][CH:7]=1. (4) Given the reactants [NH:1]1[C:5]2[CH:6]=[CH:7][CH:8]=[CH:9][C:4]=2[N:3]=[C:2]1[C:10]([C:12]1[CH:37]=[CH:36][C:15]([O:16][C:17]2[C:18]([CH:23]3[CH2:28][CH2:27][N:26](C(OC(C)(C)C)=O)[CH2:25][CH2:24]3)=[N:19][CH:20]=[CH:21][N:22]=2)=[CH:14][CH:13]=1)=[O:11].FC(F)(F)C(O)=O, predict the reaction product. The product is: [NH:1]1[C:5]2[CH:6]=[CH:7][CH:8]=[CH:9][C:4]=2[N:3]=[C:2]1[C:10]([C:12]1[CH:37]=[CH:36][C:15]([O:16][C:17]2[C:18]([CH:23]3[CH2:28][CH2:27][NH:26][CH2:25][CH2:24]3)=[N:19][CH:20]=[CH:21][N:22]=2)=[CH:14][CH:13]=1)=[O:11]. (5) Given the reactants [ClH:1].[NH2:2][C:3]1[CH:4]=[C:5]([C:9]2[N:10]=[CH:11][N:12]([C:14]([N:16]([CH:18]3[CH2:23][CH2:22][CH2:21][CH2:20][CH2:19]3)[CH3:17])=[O:15])[CH:13]=2)[CH:6]=[CH:7][CH:8]=1.[N:24]#[C:25][NH2:26], predict the reaction product. The product is: [ClH:1].[CH:18]1([N:16]([CH3:17])[C:14]([N:12]2[CH:13]=[C:9]([C:5]3[CH:6]=[CH:7][CH:8]=[C:3]([NH:2][C:25]([NH2:26])=[NH:24])[CH:4]=3)[N:10]=[CH:11]2)=[O:15])[CH2:23][CH2:22][CH2:21][CH2:20][CH2:19]1. (6) Given the reactants [Cl:1][C:2]1[CH:7]=[CH:6][C:5]([C:8](=O)[CH:9]=O)=[CH:4][CH:3]=1.[NH2:12][CH2:13][C:14]([NH2:16])=[O:15].[OH-].[Na+].Cl.C(=O)(O)[O-].[Na+], predict the reaction product. The product is: [Cl:1][C:2]1[CH:3]=[CH:4][C:5]([C:8]2[N:12]=[CH:13][C:14]([OH:15])=[N:16][CH:9]=2)=[CH:6][CH:7]=1.